From a dataset of Full USPTO retrosynthesis dataset with 1.9M reactions from patents (1976-2016). Predict the reactants needed to synthesize the given product. (1) Given the product [Cl:19][C:14]1[CH:13]=[C:12]([NH:11][C:10](=[NH:20])[NH:9][C:4]2[N:3]=[C:2]([NH:30][C@H:31]3[CH2:36][CH2:35][CH2:34][N:33]([C:37]([O:39][C:40]([CH3:43])([CH3:42])[CH3:41])=[O:38])[CH2:32]3)[CH:7]=[C:6]([CH3:8])[N:5]=2)[CH:17]=[CH:16][C:15]=1[Cl:18], predict the reactants needed to synthesize it. The reactants are: Cl[C:2]1[CH:7]=[C:6]([CH3:8])[N:5]=[C:4]([NH:9][C:10](=[NH:20])[NH:11][C:12]2[CH:17]=[CH:16][C:15]([Cl:18])=[C:14]([Cl:19])[CH:13]=2)[N:3]=1.C(N(C(C)C)CC)(C)C.[NH2:30][C@H:31]1[CH2:36][CH2:35][CH2:34][N:33]([C:37]([O:39][C:40]([CH3:43])([CH3:42])[CH3:41])=[O:38])[CH2:32]1. (2) Given the product [Cl:1][C:2]1[C:8]([N+:9]([O-:11])=[O:10])=[CH:7][C:5]([NH:6][S:25]([CH3:28])(=[O:27])=[O:26])=[C:4]([CH3:12])[CH:3]=1, predict the reactants needed to synthesize it. The reactants are: [Cl:1][C:2]1[C:8]([N+:9]([O-:11])=[O:10])=[CH:7][C:5]([NH2:6])=[C:4]([CH3:12])[CH:3]=1.C(C1C=CC([N+]([O-])=O)=CC=1N[S:25]([CH3:28])(=[O:27])=[O:26])C. (3) Given the product [C:2]1([C:1]([C:8]2[CH:13]=[CH:12][N:11]=[N:10][CH:9]=2)=[O:14])[CH:3]=[CH:4][CH:5]=[CH:6][CH:7]=1, predict the reactants needed to synthesize it. The reactants are: [CH2:1]([C:8]1[CH:13]=[CH:12][N:11]=[N:10][CH:9]=1)[C:2]1[CH:7]=[CH:6][CH:5]=[CH:4][CH:3]=1.[OH-:14].[Na+]. (4) Given the product [CH3:16][C:6]1[C:7]([CH:8]([CH2:13][CH2:14][CH3:15])[C:9]([O:11][CH3:12])=[O:10])=[C:2]([C:33]2[CH:34]=[CH:35][C:36]3[C:41](=[CH:40][CH:39]=[CH:38][CH:37]=3)[CH:32]=2)[N:3]=[C:4]([C:17]2[CH:22]=[CH:21][CH:20]=[CH:19][CH:18]=2)[N:5]=1, predict the reactants needed to synthesize it. The reactants are: Cl[C:2]1[C:7]([CH:8]([CH2:13][CH2:14][CH3:15])[C:9]([O:11][CH3:12])=[O:10])=[C:6]([CH3:16])[N:5]=[C:4]([C:17]2[CH:22]=[CH:21][CH:20]=[CH:19][CH:18]=2)[N:3]=1.C(N(CC)C(C)C)(C)C.[CH:32]1[C:41]2[C:36](=[CH:37][CH:38]=[CH:39][CH:40]=2)[CH:35]=[CH:34][C:33]=1B(O)O. (5) The reactants are: [Cl:1][C:2]1[CH:7]=[C:6](Cl)[C:5]([N+:9]([O-:11])=[O:10])=[CH:4][N:3]=1.[CH:12]1([NH2:18])[CH2:17][CH2:16][CH2:15][CH2:14][CH2:13]1. Given the product [Cl:1][C:2]1[CH:7]=[C:6]([NH:18][CH:12]2[CH2:17][CH2:16][CH2:15][CH2:14][CH2:13]2)[C:5]([N+:9]([O-:11])=[O:10])=[CH:4][N:3]=1, predict the reactants needed to synthesize it. (6) Given the product [CH:10]([C:8]1[CH:9]=[C:4]([CH:1]([CH3:2])[CH3:3])[C:5]([S:13]([C:16]2[CH:17]=[CH:18][CH:19]=[CH:20][CH:21]=2)(=[O:15])=[O:14])=[CH:6][C:7]=1[S:23]([Cl:22])(=[O:25])=[O:24])([CH3:12])[CH3:11], predict the reactants needed to synthesize it. The reactants are: [CH:1]([C:4]1[CH:9]=[C:8]([CH:10]([CH3:12])[CH3:11])[CH:7]=[CH:6][C:5]=1[S:13]([C:16]1[CH:21]=[CH:20][CH:19]=[CH:18][CH:17]=1)(=[O:15])=[O:14])([CH3:3])[CH3:2].[Cl:22][S:23](O)(=[O:25])=[O:24].Cl. (7) Given the product [NH2:1][C:2]1[N:7]=[C:6]([N:8]2[C:16]3[C:11](=[CH:12][CH:13]=[C:14]([C:17]#[C:18][C:19]([OH:34])([C:21]4[CH:25]=[C:24]([CH2:26][OH:27])[O:23][N:22]=4)[CH3:20])[CH:15]=3)[C:10]([C:35]([N:37]([CH3:39])[CH3:38])=[O:36])=[N:9]2)[CH:5]=[CH:4][N:3]=1, predict the reactants needed to synthesize it. The reactants are: [NH2:1][C:2]1[N:7]=[C:6]([N:8]2[C:16]3[C:11](=[CH:12][CH:13]=[C:14]([C:17]#[C:18][C:19]([OH:34])([C:21]4[CH:25]=[C:24]([CH2:26][O:27]C5CCCCO5)[O:23][N:22]=4)[CH3:20])[CH:15]=3)[C:10]([C:35]([N:37]([CH3:39])[CH3:38])=[O:36])=[N:9]2)[CH:5]=[CH:4][N:3]=1.CC1C=CC(S([O-])(=O)=O)=CC=1.[NH+]1C=CC=CC=1. (8) Given the product [NH2:1][C:2]1[CH:3]=[CH:4][C:5]([CH:13]2[CH2:18][CH2:17][CH:16]([N:19]3[CH2:21][CH2:31][CH2:23][CH2:20]3)[CH2:15][CH2:14]2)=[C:6]2[C:10]=1[C:9](=[O:11])[N:8]([CH3:12])[CH2:7]2, predict the reactants needed to synthesize it. The reactants are: [NH2:1][C:2]1[CH:3]=[CH:4][C:5]([CH:13]2[CH2:18][CH2:17][CH:16]([N:19]([CH3:21])[CH3:20])[CH2:15][CH2:14]2)=[C:6]2[C:10]=1[C:9](=[O:11])[N:8]([CH3:12])[CH2:7]2.N[C:23]1C=CC(C2CCC(=O)CC2)=C2[C:31]=1C(=O)N(C)C2.N1CCCC1.